Dataset: Catalyst prediction with 721,799 reactions and 888 catalyst types from USPTO. Task: Predict which catalyst facilitates the given reaction. (1) Reactant: [F:1][C:2]1[CH:10]=[CH:9][C:5]([C:6](Cl)=[O:7])=[CH:4][CH:3]=1.C(N(CC)CC)C.Cl.[Cl:19][CH2:20][C:21]1([C:25]([O:27][CH2:28][CH3:29])=[O:26])[CH2:24][NH:23][CH2:22]1.C(OCC)C. Product: [Cl:19][CH2:20][C:21]1([C:25]([O:27][CH2:28][CH3:29])=[O:26])[CH2:24][N:23]([C:6](=[O:7])[C:5]2[CH:9]=[CH:10][C:2]([F:1])=[CH:3][CH:4]=2)[CH2:22]1. The catalyst class is: 7. (2) Reactant: [F:1][C:2]1[C:9]([OH:10])=[CH:8][CH:7]=[C:6]([F:11])[C:3]=1[C:4]#[N:5].[S:12](O[S:12]([C:15]([F:18])([F:17])[F:16])(=[O:14])=[O:13])([C:15]([F:18])([F:17])[F:16])(=[O:14])=[O:13]. Product: [F:16][C:15]([F:18])([F:17])[S:12]([O:10][C:9]1[CH:8]=[CH:7][C:6]([F:11])=[C:3]([C:4]#[N:5])[C:2]=1[F:1])(=[O:14])=[O:13]. The catalyst class is: 2.